Dataset: Peptide-MHC class I binding affinity with 185,985 pairs from IEDB/IMGT. Task: Regression. Given a peptide amino acid sequence and an MHC pseudo amino acid sequence, predict their binding affinity value. This is MHC class I binding data. (1) The peptide sequence is KQYNVTQAF. The MHC is HLA-A26:01 with pseudo-sequence HLA-A26:01. The binding affinity (normalized) is 0.0847. (2) The peptide sequence is TKAGMAQYL. The MHC is HLA-A80:01 with pseudo-sequence HLA-A80:01. The binding affinity (normalized) is 0.0847.